From a dataset of Reaction yield outcomes from USPTO patents with 853,638 reactions. Predict the reaction yield, written as a fraction of the theoretical maximum amount of product (1.0 means a 100% yield; for example, 0.34 means a 34% yield). (1) The reactants are [F:1][C:2]1[C:7]([NH2:8])=[CH:6][C:5]([F:9])=[CH:4][C:3]=1[NH2:10].N1C=CC=CC=1.[CH2:17]([S:20](Cl)(=[O:22])=[O:21])[CH2:18][CH3:19].C([O-])(O)=O.[Na+]. The catalyst is C1COCC1.C(OCC)(=O)C.ClCCl. The product is [NH2:10][C:3]1[C:2]([F:1])=[C:7]([NH:8][S:20]([CH2:17][CH2:18][CH3:19])(=[O:22])=[O:21])[CH:6]=[C:5]([F:9])[CH:4]=1. The yield is 0.140. (2) The reactants are C([Cl:4])(=O)C.[CH3:5][O:6][CH2:7][CH2:8][C@@H:9]1[N:14]([CH3:15])[CH2:13][CH2:12][N:11]([C:16]2[C:25]3[CH:24]=[C:23]([CH:26]([CH3:28])[CH3:27])[S:22][C:21]=3[NH:20][C:19]3[CH:29]=[CH:30][CH:31]=[CH:32][C:18]=3[N:17]=2)[CH2:10]1. The catalyst is C(O)C. The product is [ClH:4].[ClH:4].[CH3:5][O:6][CH2:7][CH2:8][C@@H:9]1[N:14]([CH3:15])[CH2:13][CH2:12][N:11]([C:16]2[C:25]3[CH:24]=[C:23]([CH:26]([CH3:28])[CH3:27])[S:22][C:21]=3[NH:20][C:19]3[CH:29]=[CH:30][CH:31]=[CH:32][C:18]=3[N:17]=2)[CH2:10]1. The yield is 0.940. (3) The reactants are [F:1][CH2:2][CH2:3][O:4][CH2:5][CH2:6][O:7][CH2:8][CH2:9][O:10][C:11]1[CH:16]=[CH:15][C:14](/[CH:17]=[CH:18]/[C:19]2[CH:24]=[CH:23][C:22]([N+:25]([O-])=O)=[CH:21][CH:20]=2)=[CH:13][N:12]=1.Cl.[OH-].[Na+].ClCCl. The catalyst is C(O)C. The product is [F:1][CH2:2][CH2:3][O:4][CH2:5][CH2:6][O:7][CH2:8][CH2:9][O:10][C:11]1[CH:16]=[CH:15][C:14](/[CH:17]=[CH:18]/[C:19]2[CH:24]=[CH:23][C:22]([NH2:25])=[CH:21][CH:20]=2)=[CH:13][N:12]=1. The yield is 0.580. (4) The reactants are [O:1]1[C:5]2[CH:6]=[CH:7][C:8]([C:10]3([C:13]([NH:15][C:16]4[S:17][C:18]([CH:21]([C:28]5[CH:33]=[CH:32][CH:31]=[CH:30][C:29]=5[Cl:34])[N:22]5[CH2:26][CH2:25][C@@H:24]([OH:27])[CH2:23]5)=[CH:19][N:20]=4)=[O:14])[CH2:12][CH2:11]3)=[CH:9][C:4]=2[O:3][CH2:2]1.Cl[C:36]([O:38][C@H:39]1[CH2:44][C@@H:43]([CH3:45])[CH2:42][CH2:41][C@@H:40]1[CH:46]([CH3:48])[CH3:47])=[O:37]. The catalyst is ClCCl.CN(C)C1C=CN=CC=1.CO. The product is [C:36](=[O:37])([O:38][C@H:39]1[CH2:44][C@@H:43]([CH3:45])[CH2:42][CH2:41][C@@H:40]1[CH:46]([CH3:48])[CH3:47])[O:27][C@@H:24]1[CH2:25][CH2:26][N:22]([CH:21]([C:18]2[S:17][C:16]([NH:15][C:13]([C:10]3([C:8]4[CH:7]=[CH:6][C:5]5[O:1][CH2:2][O:3][C:4]=5[CH:9]=4)[CH2:12][CH2:11]3)=[O:14])=[N:20][CH:19]=2)[C:28]2[CH:33]=[CH:32][CH:31]=[CH:30][C:29]=2[Cl:34])[CH2:23]1. The yield is 0.491. (5) The reactants are [CH2:1]([NH:8][C:9](=[O:20])[NH:10][CH2:11][C:12]1([C:15]([O:17]CC)=[O:16])[CH2:14][CH2:13]1)[C:2]1[CH:7]=[CH:6][CH:5]=[CH:4][CH:3]=1.O.[OH-].[Li+]. The catalyst is O1CCCC1.CO.O.O. The product is [CH2:1]([NH:8][C:9](=[O:20])[NH:10][CH2:11][C:12]1([C:15]([OH:17])=[O:16])[CH2:14][CH2:13]1)[C:2]1[CH:3]=[CH:4][CH:5]=[CH:6][CH:7]=1. The yield is 0.770. (6) The catalyst is CCO. The yield is 0.800. The reactants are [BH4-].[Na+].[F:3][CH:4]([F:18])[O:5][CH2:6][C:7]1[N:12]=[C:11]([C:13](OCC)=[O:14])[CH:10]=[CH:9][CH:8]=1. The product is [F:18][CH:4]([F:3])[O:5][CH2:6][C:7]1[N:12]=[C:11]([CH2:13][OH:14])[CH:10]=[CH:9][CH:8]=1.